Dataset: Reaction yield outcomes from USPTO patents with 853,638 reactions. Task: Predict the reaction yield, written as a fraction of the theoretical maximum amount of product (1.0 means a 100% yield; for example, 0.34 means a 34% yield). (1) No catalyst specified. The product is [F:18][C:12]1[CH:13]=[CH:14][CH:15]=[C:16]([F:17])[C:11]=1[C:10]1[C:5]2[C:6](=[N:7][C:2]([NH:24][C:23]3[CH:25]=[CH:26][C:20]([F:19])=[CH:21][CH:22]=3)=[N:3][CH:4]=2)[NH:8][N:9]=1. The yield is 0.590. The reactants are Cl[C:2]1[N:7]=[C:6]2[NH:8][N:9]=[C:10]([C:11]3[C:16]([F:17])=[CH:15][CH:14]=[CH:13][C:12]=3[F:18])[C:5]2=[CH:4][N:3]=1.[F:19][C:20]1[CH:26]=[CH:25][C:23]([NH2:24])=[CH:22][CH:21]=1. (2) The yield is 0.665. The product is [Cl:1][C:2]1[CH:3]=[C:4]([NH:9][C:10]2[N:22]=[CH:21][N:20]=[C:19]3[C:11]=2[C:12]2[CH:13]=[CH:14][C:15]4[C:16](=[CH:23][N:24]([CH2:26][CH2:27][O:28][S:30]([CH3:29])(=[O:32])=[O:31])[N:25]=4)[C:17]=2[S:18]3)[CH:5]=[CH:6][C:7]=1[F:8]. The catalyst is C(#N)C. The reactants are [Cl:1][C:2]1[CH:3]=[C:4]([NH:9][C:10]2[N:22]=[CH:21][N:20]=[C:19]3[C:11]=2[C:12]2[CH:13]=[CH:14][C:15]4[C:16](=[CH:23][N:24]([CH2:26][CH2:27][OH:28])[N:25]=4)[C:17]=2[S:18]3)[CH:5]=[CH:6][C:7]=1[F:8].[CH3:29][S:30](O[S:30]([CH3:29])(=[O:32])=[O:31])(=[O:32])=[O:31].N1C=CC=CC=1.